This data is from Experimental lipophilicity measurements (octanol/water distribution) for 4,200 compounds from AstraZeneca. The task is: Regression/Classification. Given a drug SMILES string, predict its absorption, distribution, metabolism, or excretion properties. Task type varies by dataset: regression for continuous measurements (e.g., permeability, clearance, half-life) or binary classification for categorical outcomes (e.g., BBB penetration, CYP inhibition). For this dataset (lipophilicity_astrazeneca), we predict Y. (1) The drug is CC(C)(C)OC(=O)N1CCN(c2ncc(OCc3ccncc3S(C)(=O)=O)cn2)CC1. The Y is 2.40 logD. (2) The compound is COc1cc2ncnc(Nc3cccc(Cl)c3F)c2cc1CN1CCC[C@@H]1C(N)=O. The Y is 3.58 logD.